This data is from Full USPTO retrosynthesis dataset with 1.9M reactions from patents (1976-2016). The task is: Predict the reactants needed to synthesize the given product. (1) The reactants are: [CH3:1][O:2][C:3]1[CH:4]=[C:5]([CH:8]=[CH:9][C:10]=1[C:11]([F:14])([F:13])[F:12])[CH:6]=O.Cl.[CH:16]1([NH:19][C:20]([NH2:22])=[NH:21])[CH2:18][CH2:17]1.[C:23]([CH2:25][C:26](OCC)=[O:27])#[N:24].C(=O)([O-])[O-].[K+].[K+]. Given the product [CH:16]1([NH:19][C:20]2[N:22]=[C:26]([OH:27])[C:25]([C:23]#[N:24])=[C:6]([C:5]3[CH:8]=[CH:9][C:10]([C:11]([F:14])([F:13])[F:12])=[C:3]([O:2][CH3:1])[CH:4]=3)[N:21]=2)[CH2:18][CH2:17]1, predict the reactants needed to synthesize it. (2) Given the product [C:1]([O:5][C:6]([N:8]1[CH2:13][CH2:12][CH:11]([O:14][C:19]2[CH:20]=[CH:21][C:22]([N+:24]([O-:26])=[O:25])=[CH:23][C:18]=2[CH:15]([CH3:17])[CH3:16])[CH2:10][CH2:9]1)=[O:7])([CH3:4])([CH3:2])[CH3:3], predict the reactants needed to synthesize it. The reactants are: [C:1]([O:5][C:6]([N:8]1[CH2:13][CH2:12][CH:11]([OH:14])[CH2:10][CH2:9]1)=[O:7])([CH3:4])([CH3:3])[CH3:2].[CH:15]([C:18]1[CH:23]=[C:22]([N+:24]([O-:26])=[O:25])[CH:21]=[CH:20][C:19]=1O)([CH3:17])[CH3:16].C1(P(C2C=CC=CC=2)C2C=CC=CC=2)C=CC=CC=1.N(C(OCC)=O)=NC(OCC)=O. (3) Given the product [CH2:9]([O:16][C:17](=[O:20])[CH2:18][N:1]1[CH2:5][CH2:4][CH2:3][C:2]1=[O:6])[C:10]1[CH:15]=[CH:14][CH:13]=[CH:12][CH:11]=1, predict the reactants needed to synthesize it. The reactants are: [NH:1]1[CH2:5][CH2:4][CH2:3][C:2]1=[O:6].[H-].[Na+].[CH2:9]([O:16][C:17](=[O:20])[CH2:18]Br)[C:10]1[CH:15]=[CH:14][CH:13]=[CH:12][CH:11]=1. (4) Given the product [Br:21][C:15]1[N:9]2[C:10]([N:11]=[N:12][C:7]3[C:6]([O:18][CH3:19])=[CH:5][C:4]([O:3][CH:2]([F:1])[F:20])=[CH:17][C:8]=32)=[C:13]([CH3:16])[N:14]=1, predict the reactants needed to synthesize it. The reactants are: [F:1][CH:2]([F:20])[O:3][C:4]1[CH:5]=[C:6]([O:18][CH3:19])[C:7]2[N:12]=[N:11][C:10]3=[C:13]([CH3:16])[N:14]=[CH:15][N:9]3[C:8]=2[CH:17]=1.[Br:21]N1C(=O)CCC1=O. (5) Given the product [Br:1][C:2]1[CH:3]=[C:4]([NH:16][C:20]2[C:29]3[C:24](=[CH:25][C:26]([F:31])=[CH:27][C:28]=3[F:30])[N:23]=[C:22]([C:32]3[CH:37]=[CH:36][CH:35]=[CH:34][N:33]=3)[C:21]=2[CH3:38])[C:5]([C:8]2[CH:13]=[CH:12][CH:11]=[CH:10][C:9]=2[O:14][CH3:15])=[N:6][CH:7]=1, predict the reactants needed to synthesize it. The reactants are: [Br:1][C:2]1[CH:3]=[C:4]([NH2:16])[C:5]([C:8]2[CH:13]=[CH:12][CH:11]=[CH:10][C:9]=2[O:14][CH3:15])=[N:6][CH:7]=1.[H-].[Na+].Cl[C:20]1[C:29]2[C:24](=[CH:25][C:26]([F:31])=[CH:27][C:28]=2[F:30])[N:23]=[C:22]([C:32]2[CH:37]=[CH:36][CH:35]=[CH:34][N:33]=2)[C:21]=1[CH3:38].C(=O)([O-])[O-].[Na+].[Na+]. (6) The reactants are: [Cl:1][C:2]1[CH:7]=[C:6]([C:8]2[N:13]=[N:12][C:11]([O:14][CH2:15][C:16]3[CH:21]=[CH:20][C:19]([CH:22](OC)[O:23]C)=[CH:18][CH:17]=3)=[N:10][CH:9]=2)[CH:5]=[C:4]([Cl:27])[C:3]=1[OH:28].C(O)C. Given the product [Cl:27][C:4]1[CH:5]=[C:6]([C:8]2[N:13]=[N:12][C:11]([O:14][CH2:15][C:16]3[CH:21]=[CH:20][C:19]([CH:22]=[O:23])=[CH:18][CH:17]=3)=[N:10][CH:9]=2)[CH:7]=[C:2]([Cl:1])[C:3]=1[OH:28], predict the reactants needed to synthesize it. (7) Given the product [CH2:1]([O:4][C:5]([N:7]1[CH2:23][CH2:22][C:11]2[C:12]3[C:13]([CH3:21])([CH3:20])[CH2:14][CH2:15][C:16]=3[C:17]([C:24]3[CH:29]=[CH:28][CH:27]=[CH:26][CH:25]=3)=[CH:18][C:10]=2[CH2:9][CH2:8]1)=[O:6])[CH2:2][CH3:3], predict the reactants needed to synthesize it. The reactants are: [CH2:1]([O:4][C:5]([N:7]1[CH2:23][CH2:22][C:11]2[C:12]3[C:13]([CH3:21])([CH3:20])[CH2:14][CH2:15][C:16]=3[C:17](I)=[CH:18][C:10]=2[CH2:9][CH2:8]1)=[O:6])[CH2:2][CH3:3].[C:24]1(B(O)O)[CH:29]=[CH:28][CH:27]=[CH:26][CH:25]=1.[O-]P([O-])([O-])=O.[K+].[K+].[K+].CC(C1C=C(C(C)C)C(C2C=CC=CC=2P(C2CCCCC2)C2CCCCC2)=C(C(C)C)C=1)C.